From a dataset of Peptide-MHC class I binding affinity with 185,985 pairs from IEDB/IMGT. Regression. Given a peptide amino acid sequence and an MHC pseudo amino acid sequence, predict their binding affinity value. This is MHC class I binding data. (1) The MHC is HLA-B46:01 with pseudo-sequence HLA-B46:01. The binding affinity (normalized) is 0.0847. The peptide sequence is MRHNSREPY. (2) The peptide sequence is IPDELIDVL. The MHC is HLA-B07:02 with pseudo-sequence HLA-B07:02. The binding affinity (normalized) is 0.453.